Dataset: Catalyst prediction with 721,799 reactions and 888 catalyst types from USPTO. Task: Predict which catalyst facilitates the given reaction. (1) Reactant: Cl.[NH2:2][OH:3].C([O-])(=O)C.[Na+].[CH3:9][CH2:10][CH2:11][CH2:12][CH2:13][CH3:14].[C:15]([O:18][CH2:19][CH3:20])(=[O:17])[CH3:16]. Product: [OH:3][N:2]=[C:11]1[CH2:12][CH2:13][CH2:14][CH:10]1[CH2:9][CH2:16][C:15]([O:18][CH2:19][CH3:20])=[O:17]. The catalyst class is: 8. (2) Reactant: [Br:1][C:2]1[CH:3]=[C:4]([C:14]2[O:19][C:18](=[O:20])[C:17]3[CH:21]=[C:22]([Cl:26])[CH:23]=[C:24]([CH3:25])[C:16]=3[N:15]=2)[N:5]([C:7]2[C:12]([Cl:13])=[CH:11][CH:10]=[CH:9][N:8]=2)[CH:6]=1.[CH3:27][NH:28][NH2:29].O1CCCC1. Product: [Br:1][C:2]1[CH:3]=[C:4]([C:14]([NH:15][C:16]2[C:24]([CH3:25])=[CH:23][C:22]([Cl:26])=[CH:21][C:17]=2[C:18]([N:28]([CH3:27])[NH2:29])=[O:20])=[O:19])[N:5]([C:7]2[C:12]([Cl:13])=[CH:11][CH:10]=[CH:9][N:8]=2)[CH:6]=1. The catalyst class is: 6.